From a dataset of Catalyst prediction with 721,799 reactions and 888 catalyst types from USPTO. Predict which catalyst facilitates the given reaction. (1) Reactant: CCN(C(C)C)C(C)C.[C:10]1([CH2:16][O:17][C:18]2[CH:19]=[C:20]([CH:24]=[C:25]([O:27][C@@H:28]([CH3:38])[CH2:29][O:30][Si:31]([C:34]([CH3:37])([CH3:36])[CH3:35])([CH3:33])[CH3:32])[CH:26]=2)[C:21]([OH:23])=O)[CH:15]=[CH:14][CH:13]=[CH:12][CH:11]=1.CN(C(ON1N=NC2C=CC=NC1=2)=[N+](C)C)C.F[P-](F)(F)(F)(F)F.[CH:63]([N:66]1[CH:70]=[CH:69][C:68]([NH2:71])=[N:67]1)([CH3:65])[CH3:64]. Product: [CH2:16]([O:17][C:18]1[CH:19]=[C:20]([CH:24]=[C:25]([O:27][C@@H:28]([CH3:38])[CH2:29][O:30][Si:31]([C:34]([CH3:37])([CH3:36])[CH3:35])([CH3:33])[CH3:32])[CH:26]=1)[C:21]([NH:71][C:68]1[CH:69]=[CH:70][N:66]([CH:63]([CH3:65])[CH3:64])[N:67]=1)=[O:23])[C:10]1[CH:15]=[CH:14][CH:13]=[CH:12][CH:11]=1. The catalyst class is: 3. (2) Reactant: [NH2:1][C:2]1[N:10]=[CH:9][C:8]([Cl:11])=[CH:7][C:3]=1[C:4]([NH2:6])=[O:5].[Br:12][CH2:13][C:14]1[CH:19]=[CH:18][C:17]([S:20]([CH3:23])(=[O:22])=[O:21])=[CH:16][C:15]=1[Cl:24]. Product: [BrH:12].[Cl:11][C:8]1[CH:7]=[C:3]([C:4]([NH2:6])=[O:5])[C:2](=[NH:1])[N:10]([CH2:13][C:14]2[CH:19]=[CH:18][C:17]([S:20]([CH3:23])(=[O:21])=[O:22])=[CH:16][C:15]=2[Cl:24])[CH:9]=1. The catalyst class is: 42. (3) The catalyst class is: 14. Reactant: [Cl:1][C:2]1[CH:7]=[CH:6][C:5]([NH2:8])=[C:4]([C:9]#[C:10][C:11]2[CH:16]=[CH:15][CH:14]=[CH:13][C:12]=2[O:17][CH3:18])[CH:3]=1.[CH2:19]([O:21][C:22](=[O:29])[CH2:23][C:24](=O)[CH:25]([CH3:27])[CH3:26])[CH3:20]. Product: [CH2:19]([O:21][C:22]([C:23]1[C:24]([CH:25]([CH3:27])[CH3:26])=[N:8][C:5]2[C:4]([C:9]=1[CH2:10][C:11]1[CH:16]=[CH:15][CH:14]=[CH:13][C:12]=1[O:17][CH3:18])=[CH:3][C:2]([Cl:1])=[CH:7][CH:6]=2)=[O:29])[CH3:20]. (4) Reactant: Cl[C:2]1[S:3][CH:4]=[C:5]([C:7]([O:9][CH3:10])=[O:8])[N:6]=1.[C:11]([N:18]1[CH2:23][CH2:22][NH:21][CH2:20][CH2:19]1)([O:13][C:14]([CH3:17])([CH3:16])[CH3:15])=[O:12].CCN(C(C)C)C(C)C. Product: [CH3:10][O:9][C:7]([C:5]1[N:6]=[C:2]([N:21]2[CH2:20][CH2:19][N:18]([C:11]([O:13][C:14]([CH3:17])([CH3:16])[CH3:15])=[O:12])[CH2:23][CH2:22]2)[S:3][CH:4]=1)=[O:8]. The catalyst class is: 44. (5) Reactant: [CH2:1]([O:8][C:9]1[C:10](=[O:17])[CH:11]=[C:12]([CH2:15][OH:16])O[CH:14]=1)[C:2]1[CH:7]=[CH:6][CH:5]=[CH:4][CH:3]=1.[NH4+:18].[OH-]. Product: [CH2:1]([O:8][C:9]1[C:10](=[O:17])[CH:11]=[C:12]([CH2:15][OH:16])[NH:18][CH:14]=1)[C:2]1[CH:7]=[CH:6][CH:5]=[CH:4][CH:3]=1. The catalyst class is: 8. (6) Reactant: [Cl:1][C:2]1[CH:3]=[CH:4][C:5]([O:36][CH:37]([F:39])[F:38])=[C:6]([C:8]2[C:12]([NH:13][C:14]([C:16]3[CH:17]=[N:18][N:19]4[CH:24]=[CH:23][CH:22]=[N:21][C:20]=34)=[O:15])=[CH:11][N:10]([CH2:25][C:26]([N:28]3[CH2:35][C@@H:34]4[C@@H:30]([CH2:31][NH:32][CH2:33]4)[CH2:29]3)=[O:27])[N:9]=2)[CH:7]=1.[CH:40]1([CH:43]=O)[CH2:42][CH2:41]1.[BH4-].[Na+].CO. Product: [Cl:1][C:2]1[CH:3]=[CH:4][C:5]([O:36][CH:37]([F:39])[F:38])=[C:6]([C:8]2[C:12]([NH:13][C:14]([C:16]3[CH:17]=[N:18][N:19]4[CH:24]=[CH:23][CH:22]=[N:21][C:20]=34)=[O:15])=[CH:11][N:10]([CH2:25][C:26]([N:28]3[CH2:29][C@@H:30]4[C@@H:34]([CH2:33][N:32]([CH2:43][CH:40]5[CH2:42][CH2:41]5)[CH2:31]4)[CH2:35]3)=[O:27])[N:9]=2)[CH:7]=1. The catalyst class is: 836. (7) Reactant: Cl.[NH2:2][C@@H:3]1[C:11]2[C:6](=[C:7]([C:12]3[S:16][C:15]([C:17]4[CH:18]=[CH:19][C:20]([O:25][CH:26]([CH3:28])[CH3:27])=[C:21]([CH:24]=4)[C:22]#[N:23])=[N:14][N:13]=3)[CH:8]=[CH:9][CH:10]=2)[CH2:5][CH2:4]1.[NH:29]1[CH:33]=[CH:32][N:31]=[C:30]1[CH:34]=O.[BH4-].[Na+]. Product: [NH:29]1[CH:33]=[CH:32][N:31]=[C:30]1[CH2:34][NH:2][C@@H:3]1[C:11]2[C:6](=[C:7]([C:12]3[S:16][C:15]([C:17]4[CH:18]=[CH:19][C:20]([O:25][CH:26]([CH3:28])[CH3:27])=[C:21]([CH:24]=4)[C:22]#[N:23])=[N:14][N:13]=3)[CH:8]=[CH:9][CH:10]=2)[CH2:5][CH2:4]1. The catalyst class is: 130.